This data is from Forward reaction prediction with 1.9M reactions from USPTO patents (1976-2016). The task is: Predict the product of the given reaction. (1) Given the reactants C(OC([NH:8][C@@H:9]([C:11]1[C:12]([F:47])=[C:13]([C:17]2[CH:22]=[C:21]([O:23][CH2:24][C:25]3[CH:30]=[CH:29][CH:28]=[CH:27][N:26]=3)[CH:20]=[C:19]([CH2:31][O:32][C:33]3[CH:38]=[CH:37][CH:36]=[CH:35][C:34]=3[CH2:39][C:40]([O:42]C(C)(C)C)=[O:41])[CH:18]=2)[CH:14]=[CH:15][CH:16]=1)[CH3:10])=O)(C)(C)C.Cl, predict the reaction product. The product is: [NH2:8][C@@H:9]([C:11]1[C:12]([F:47])=[C:13]([C:17]2[CH:22]=[C:21]([O:23][CH2:24][C:25]3[CH:30]=[CH:29][CH:28]=[CH:27][N:26]=3)[CH:20]=[C:19]([CH2:31][O:32][C:33]3[CH:38]=[CH:37][CH:36]=[CH:35][C:34]=3[CH2:39][C:40]([OH:42])=[O:41])[CH:18]=2)[CH:14]=[CH:15][CH:16]=1)[CH3:10]. (2) Given the reactants C(O[CH2:10][CH2:11][O:12][C:13]([CH3:15])=[S:14])(=O)C1C=CC=CC=1.FC(F)(F)[C@@H:18]([C:20]1[C:21]2[C:26]([CH:27]=[C:28]3[C:33]=1C=CC=C3)=CC=CC=2)[OH:19].[OH:36]P([O-])(O)=O.OP([O-])([O-])=O.[Na+].[Na+].[Na+].[Cl-].[Cl-].[K+].[K+], predict the reaction product. The product is: [C:18]([O:19][C@H:11]([O:12][C:13]([CH3:15])=[S:14])[CH3:10])(=[O:36])[C:20]1[CH:33]=[CH:28][CH:27]=[CH:26][CH:21]=1. (3) Given the reactants [C:1]([O:5][C:6](=[O:15])[CH2:7]/[N:8]=[CH:9]/[CH2:10][C:11]([CH3:14])([CH3:13])[CH3:12])([CH3:4])([CH3:3])[CH3:2].[Cl:16][C:17]1[C:18]([F:34])=[C:19](/[CH:23]=[C:24](/[C:27]2[CH:32]=[CH:31][C:30]([F:33])=[CH:29][CH:28]=2)\[C:25]#[N:26])[CH:20]=[CH:21][CH:22]=1.C(N(CC)CC)C, predict the reaction product. The product is: [C:1]([O:5][C:6]([CH:7]1[CH:23]([C:19]2[CH:20]=[CH:21][CH:22]=[C:17]([Cl:16])[C:18]=2[F:34])[C:24]([C:25]#[N:26])([C:27]2[CH:32]=[CH:31][C:30]([F:33])=[CH:29][CH:28]=2)[CH:9]([CH2:10][C:11]([CH3:14])([CH3:13])[CH3:12])[NH:8]1)=[O:15])([CH3:4])([CH3:3])[CH3:2]. (4) Given the reactants [CH3:1][C@H:2]1[CH2:7][NH:6][C:5](=O)[CH2:4][N:3]1[C:9]([O:11][C:12]([CH3:15])([CH3:14])[CH3:13])=[O:10].COC1C=CC(P2(SP(C3C=CC(OC)=CC=3)(=S)S2)=[S:25])=CC=1, predict the reaction product. The product is: [CH3:1][C@H:2]1[CH2:7][NH:6][C:5](=[S:25])[CH2:4][N:3]1[C:9]([O:11][C:12]([CH3:15])([CH3:14])[CH3:13])=[O:10]. (5) Given the reactants [CH:1]([C:3]1[CH:8]=[CH:7][N:6]=[C:5]([CH2:9][O:10][C:11]([C@@H:13]2[CH2:18][CH2:17][CH2:16][N:15]([C:19](=[O:55])[C@@H:20]([NH:36][C:37](=[O:54])[C@@H:38]([NH:42][C:43](=[O:53])[C@H:44]([CH3:52])[C@H:45]([O:50][CH3:51])[CH2:46][CH2:47]C=C)[CH:39]([CH3:41])[CH3:40])[CH2:21][C:22]3[CH:27]=[CH:26][CH:25]=[C:24]([O:28][Si:29]([C:32]([CH3:35])([CH3:34])[CH3:33])([CH3:31])[CH3:30])[CH:23]=3)[NH:14]2)=[O:12])[CH:4]=1)=[CH2:2], predict the reaction product. The product is: [C:32]([Si:29]([CH3:30])([CH3:31])[O:28][C:24]1[CH:23]=[C:22]([CH:27]=[CH:26][CH:25]=1)[CH2:21][C@H:20]1[C:19](=[O:55])[N:15]2[NH:14][C@@H:13]([CH2:18][CH2:17][CH2:16]2)[C:11](=[O:12])[O:10][CH2:9][C:5]2=[CH:4][C:3](=[CH:8][CH:7]=[N:6]2)[CH:1]=[CH:2][CH2:47][CH2:46][C@@H:45]([O:50][CH3:51])[C@@H:44]([CH3:52])[C:43](=[O:53])[NH:42][C@@H:38]([CH:39]([CH3:41])[CH3:40])[C:37](=[O:54])[NH:36]1)([CH3:35])([CH3:33])[CH3:34]. (6) The product is: [N:11]1[CH:12]=[CH:13][CH:14]=[CH:15][C:10]=1[C:8]1[NH:21][N:22]=[C:2]2[C:7]=1[CH:6]=[CH:5][CH:4]=[C:3]2[C:16]([F:19])([F:18])[F:17]. Given the reactants F[CH:2]1[CH:7]([C:8]([C:10]2[CH:15]=[CH:14][CH:13]=[CH:12][N:11]=2)=O)[CH:6]=[CH:5][CH:4]=[C:3]1[C:16]([F:19])([F:18])[F:17].O.[NH2:21][NH2:22], predict the reaction product.